This data is from Full USPTO retrosynthesis dataset with 1.9M reactions from patents (1976-2016). The task is: Predict the reactants needed to synthesize the given product. (1) Given the product [C:1]1([N:7]2[CH2:12][CH2:11][N:10]([C:16]3[N:17]=[C:18]([OH:25])[C:19]4[S:24][CH2:23][CH2:22][C:20]=4[N:21]=3)[CH2:9][CH2:8]2)[CH:6]=[CH:5][CH:4]=[CH:3][CH:2]=1, predict the reactants needed to synthesize it. The reactants are: [C:1]1([N:7]2[CH2:12][CH2:11][NH:10][CH2:9][CH2:8]2)[CH:6]=[CH:5][CH:4]=[CH:3][CH:2]=1.C(S[C:16]1[N:17]=[C:18]([OH:25])[C:19]2[S:24][CH2:23][CH2:22][C:20]=2[N:21]=1)C.O. (2) The reactants are: [CH:1]1[C:10]2[C:5](=[CH:6][CH:7]=[CH:8][CH:9]=2)[CH:4]=[CH:3][C:2]=1[C:11]([O:13]C)=O.C(O)C.O.[NH2:19][NH2:20]. Given the product [CH:1]1[C:10]2[C:5](=[CH:6][CH:7]=[CH:8][CH:9]=2)[CH:4]=[CH:3][C:2]=1[C:11]([NH:19][NH2:20])=[O:13], predict the reactants needed to synthesize it.